From a dataset of Forward reaction prediction with 1.9M reactions from USPTO patents (1976-2016). Predict the product of the given reaction. (1) Given the reactants [C:1]1(C([O-])=O)[CH:6]=[CH:5]C=[CH:3][CH:2]=1.[NH2:10][C@@H:11]([C:13]([OH:15])=[O:14])[CH3:12].C(N)(C)C.P([O-])([O-])([O-])=O, predict the reaction product. The product is: [CH:1]1[CH:6]=[CH:5][C:12]([C@@H:11]([NH2:10])[C:13]([OH:15])=[O:14])=[CH:3][CH:2]=1. (2) Given the reactants [CH3:1][N:2]([CH3:19])[C:3](=[O:18])[C@@H:4]([O:6][C:7]1[CH:16]=[CH:15][CH:14]=[C:13]2[C:8]=1[C:9](=O)[NH:10][CH:11]=[N:12]2)[CH3:5].C1(P(C2C=CC=CC=2)C2C=CC=CC=2)C=CC=CC=1.C(Cl)(Cl)(Cl)Cl.[Cl:44][C:45]1[CH:46]=[C:47]([CH:49]=[CH:50][C:51]=1[O:52][CH2:53][CH:54]1[CH2:59][CH2:58][CH2:57][CH2:56][O:55]1)[NH2:48], predict the reaction product. The product is: [Cl:44][C:45]1[CH:46]=[C:47]([NH:48][C:9]2[C:8]3[C:13](=[CH:14][CH:15]=[CH:16][C:7]=3[O:6][C@@H:4]([CH3:5])[C:3]([N:2]([CH3:19])[CH3:1])=[O:18])[N:12]=[CH:11][N:10]=2)[CH:49]=[CH:50][C:51]=1[O:52][CH2:53][CH:54]1[CH2:59][CH2:58][CH2:57][CH2:56][O:55]1. (3) The product is: [CH3:19][O:18][C:11]1[CH:12]=[CH:13][CH:14]=[C:15]([O:16][CH3:17])[C:10]=1[CH:2]1[N:1]([CH2:30][C:26]2[CH:25]=[C:24]3[C:29](=[CH:28][CH:27]=2)[N:20]=[CH:21][CH:22]=[N:23]3)[C:6](=[O:8])[CH2:5][CH2:4][CH2:3]1. Given the reactants [NH2:1][CH:2]([C:10]1[C:15]([O:16][CH3:17])=[CH:14][CH:13]=[CH:12][C:11]=1[O:18][CH3:19])[CH2:3][CH2:4][CH2:5][C:6]([O:8]C)=O.[N:20]1[C:29]2[C:24](=[CH:25][C:26]([CH:30]=O)=[CH:27][CH:28]=2)[N:23]=[CH:22][CH:21]=1, predict the reaction product. (4) The product is: [C:13]([NH:1][C@H:2]([C:10]([OH:12])=[O:11])[CH2:3][CH2:4][CH2:5][NH:6][C:7](=[NH:8])[NH2:9])(=[O:25])[CH2:14][CH2:15][CH2:16][CH2:17][CH2:18][CH2:19][CH2:20][CH2:21][CH2:22][CH2:23][CH3:24]. Given the reactants [NH2:1][C@H:2]([C:10]([OH:12])=[O:11])[CH2:3][CH2:4][CH2:5][NH:6][C:7](=[NH:9])[NH2:8].[C:13](Cl)(=[O:25])[CH2:14][CH2:15][CH2:16][CH2:17][CH2:18][CH2:19][CH2:20][CH2:21][CH2:22][CH2:23][CH3:24].[OH-].[Na+].S(=O)(=O)(O)O, predict the reaction product. (5) Given the reactants [C:1]1([CH:7]([O:14][C:15]([CH:17]2[N:21]3[C:22](=[O:26])[C:23](Br)(Br)[C@H:20]3[S:19](=[O:27])[C:18]2([CH3:29])[CH3:28])=[O:16])[C:8]2[CH:13]=[CH:12][CH:11]=[CH:10][CH:9]=2)[CH:6]=[CH:5][CH:4]=[CH:3][CH:2]=1.[Bi].[Cl-].[Na+].[Al], predict the reaction product. The product is: [C:1]1([CH:7]([O:14][C:15]([CH:17]2[N:21]3[C:22](=[O:26])[CH2:23][C@H:20]3[S:19](=[O:27])[C:18]2([CH3:29])[CH3:28])=[O:16])[C:8]2[CH:9]=[CH:10][CH:11]=[CH:12][CH:13]=2)[CH:2]=[CH:3][CH:4]=[CH:5][CH:6]=1. (6) Given the reactants Br[C:2]1[N:3]([CH2:7][C:8]2[CH:9]=[C:10]([C:14]3[CH:18]=[C:17]([CH2:19][CH:20]([CH3:22])[CH3:21])[S:16][C:15]=3[S:23]([NH:26][C:27]([CH3:30])([CH3:29])[CH3:28])(=[O:25])=[O:24])[CH:11]=[CH:12][CH:13]=2)[CH:4]=[CH:5][N:6]=1.[C:31]1(B(O)O)[CH:36]=[CH:35][CH:34]=[CH:33][CH:32]=1.[OH-].[Na+], predict the reaction product. The product is: [C:31]1([C:2]2[N:3]([CH2:7][C:8]3[CH:9]=[C:10]([C:14]4[CH:18]=[C:17]([CH2:19][CH:20]([CH3:22])[CH3:21])[S:16][C:15]=4[S:23]([NH:26][C:27]([CH3:30])([CH3:29])[CH3:28])(=[O:25])=[O:24])[CH:11]=[CH:12][CH:13]=3)[CH:4]=[CH:5][N:6]=2)[CH:36]=[CH:35][CH:34]=[CH:33][CH:32]=1. (7) Given the reactants [CH3:1][C:2]1[CH:7]=[CH:6][C:5]([CH3:8])=[CH:4][C:3]=1[N:9]1[CH2:14][CH2:13][N:12]([C:15]([CH:17]2[N:21]([C:22]3[CH:27]=[CH:26][CH:25]=[CH:24][CH:23]=3)[C:20](=[O:28])[NH:19][CH2:18]2)=[O:16])[CH2:11][CH2:10]1.[H-].[Na+].[Cl:31][C:32]1[CH:37]=[CH:36][CH:35]=[C:34]([Cl:38])[C:33]=1[S:39](Cl)(=[O:41])=[O:40], predict the reaction product. The product is: [Cl:31][C:32]1[CH:37]=[CH:36][CH:35]=[C:34]([Cl:38])[C:33]=1[S:39]([N:19]1[CH2:18][CH:17]([C:15]([N:12]2[CH2:13][CH2:14][N:9]([C:3]3[CH:4]=[C:5]([CH3:8])[CH:6]=[CH:7][C:2]=3[CH3:1])[CH2:10][CH2:11]2)=[O:16])[N:21]([C:22]2[CH:23]=[CH:24][CH:25]=[CH:26][CH:27]=2)[C:20]1=[O:28])(=[O:41])=[O:40]. (8) Given the reactants C[O:2][C:3]1[CH:8]=[CH:7][C:6]([S:9]([N:12]2[C:21]3[CH:22]=[CH:23][S:24][C:20]=3[C:19]3[CH:18]=[CH:17][CH:16]=[CH:15][C:14]=3[CH:13]2[CH2:25][CH3:26])(=[O:11])=[O:10])=[CH:5][CH:4]=1.[Br:27]C1SC2C3C=CC=CC=3C(C)N(S(C3C=CC(O)=CC=3)(=O)=O)C=2C=1, predict the reaction product. The product is: [Br:27][C:23]1[S:24][C:20]2[C:19]3[CH:18]=[CH:17][CH:16]=[CH:15][C:14]=3[CH:13]([CH2:25][CH3:26])[N:12]([S:9]([C:6]3[CH:7]=[CH:8][C:3]([OH:2])=[CH:4][CH:5]=3)(=[O:11])=[O:10])[C:21]=2[CH:22]=1.